This data is from Reaction yield outcomes from USPTO patents with 853,638 reactions. The task is: Predict the reaction yield, written as a fraction of the theoretical maximum amount of product (1.0 means a 100% yield; for example, 0.34 means a 34% yield). (1) The reactants are [CH2:1]([O:8][CH2:9][C@@H:10]1[CH2:14][C@@H:13]([S:15][C:16]([C:29]2[CH:34]=[CH:33][CH:32]=[CH:31][CH:30]=2)([C:23]2[CH:28]=[CH:27][CH:26]=[CH:25][CH:24]=2)[C:17]2[CH:22]=[CH:21][CH:20]=[CH:19][CH:18]=2)[CH2:12][NH:11]1)[C:2]1[CH:7]=[CH:6][CH:5]=[CH:4][CH:3]=1.C[Si]([N:39]=[C:40]=[O:41])(C)C. The catalyst is C(Cl)Cl.CN(C1C=CN=CC=1)C. The product is [CH2:1]([O:8][CH2:9][C@@H:10]1[CH2:14][C@@H:13]([S:15][C:16]([C:29]2[CH:34]=[CH:33][CH:32]=[CH:31][CH:30]=2)([C:23]2[CH:24]=[CH:25][CH:26]=[CH:27][CH:28]=2)[C:17]2[CH:18]=[CH:19][CH:20]=[CH:21][CH:22]=2)[CH2:12][N:11]1[C:40]([NH2:39])=[O:41])[C:2]1[CH:3]=[CH:4][CH:5]=[CH:6][CH:7]=1. The yield is 0.470. (2) The reactants are [Br:1][C:2]1[CH:7]=[CH:6][C:5]([CH2:8][C:9](N)=[O:10])=[C:4]([F:12])[CH:3]=1.[OH-:13].[Na+]. No catalyst specified. The product is [Br:1][C:2]1[CH:7]=[CH:6][C:5]([CH2:8][C:9]([OH:13])=[O:10])=[C:4]([F:12])[CH:3]=1. The yield is 0.380. (3) The reactants are [CH3:1][NH:2][C:3](=[O:11])[CH2:4][CH2:5][CH2:6][CH2:7][CH2:8][CH2:9][CH3:10].[H-].[Na+].[Br:14][C:15]1[CH:16]=[C:17]([CH:20]=[CH:21][CH:22]=1)[CH2:18]Br.O. The catalyst is O1CCCC1. The product is [CH3:1][N:2]([CH2:18][C:17]1[CH:20]=[CH:21][CH:22]=[C:15]([Br:14])[CH:16]=1)[C:3](=[O:11])[CH2:4][CH2:5][CH2:6][CH2:7][CH2:8][CH2:9][CH3:10]. The yield is 0.710. (4) The reactants are [CH3:1][O:2][C:3](=[O:30])[C:4]1[CH:9]=[C:8]([O:10][C:11]2[CH:16]=[CH:15][C:14]([CH2:17][NH2:18])=[CH:13][CH:12]=2)[CH:7]=[CH:6][C:5]=1[NH:19][S:20]([C:23]1[CH:28]=[CH:27][C:26]([CH3:29])=[CH:25][CH:24]=1)(=[O:22])=[O:21].[C:31](O)(=[O:38])[C:32]1[CH:37]=[CH:36][N:35]=[CH:34][CH:33]=1.CCN=C=NCCCN(C)C.C1C=NC2N(O)N=NC=2C=1. The catalyst is C(Cl)Cl. The product is [CH3:1][O:2][C:3](=[O:30])[C:4]1[CH:9]=[C:8]([O:10][C:11]2[CH:12]=[CH:13][C:14]([CH2:17][NH:18][C:31]([C:32]3[CH:37]=[CH:36][N:35]=[CH:34][CH:33]=3)=[O:38])=[CH:15][CH:16]=2)[CH:7]=[CH:6][C:5]=1[NH:19][S:20]([C:23]1[CH:24]=[CH:25][C:26]([CH3:29])=[CH:27][CH:28]=1)(=[O:22])=[O:21]. The yield is 0.630. (5) The reactants are [OH-:1].[Na+].[C:3]([C:5]1[CH:10]=[CH:9][CH:8]=[C:7]([CH2:11][CH3:12])[CH:6]=1)#N.C[OH:14]. No catalyst specified. The product is [CH2:11]([C:7]1[CH:6]=[C:5]([CH:10]=[CH:9][CH:8]=1)[C:3]([OH:14])=[O:1])[CH3:12]. The yield is 0.280.